This data is from Forward reaction prediction with 1.9M reactions from USPTO patents (1976-2016). The task is: Predict the product of the given reaction. (1) Given the reactants [CH2:1]([O:3][C:4]([C:6]1([NH:11][C:12]([CH:14]2[CH2:18][CH:17]([OH:19])[CH2:16][NH:15]2)=[O:13])[CH2:8][CH:7]1[CH:9]=[CH2:10])=[O:5])[CH3:2].N1C=CN=C1.[CH3:25][C:26]([Si:29](Cl)([CH3:31])[CH3:30])([CH3:28])[CH3:27], predict the reaction product. The product is: [CH2:1]([O:3][C:4]([C:6]1([NH:11][C:12]([CH:14]2[CH2:18][CH:17]([O:19][Si:29]([C:26]([CH3:28])([CH3:27])[CH3:25])([CH3:31])[CH3:30])[CH2:16][NH:15]2)=[O:13])[CH2:8][CH:7]1[CH:9]=[CH2:10])=[O:5])[CH3:2]. (2) Given the reactants Br[C:2]1[CH:7]=[C:6]([F:8])[C:5]([Br:9])=[CH:4][C:3]=1[F:10].[Li]CCCC.CN([CH:19]=[O:20])C, predict the reaction product. The product is: [Br:9][C:5]1[C:6]([F:8])=[CH:7][C:2]([CH:19]=[O:20])=[C:3]([F:10])[CH:4]=1. (3) Given the reactants [Cl:1][C:2]1[CH:9]=[CH:8][C:5]([CH2:6][NH2:7])=[CH:4][CH:3]=1.[CH3:10][O:11][C:12](=[O:15])[CH2:13]Br.C([O-])([O-])=O.[K+].[K+], predict the reaction product. The product is: [CH3:10][O:11][C:12](=[O:15])[CH2:13][NH:7][CH2:6][C:5]1[CH:8]=[CH:9][C:2]([Cl:1])=[CH:3][CH:4]=1. (4) Given the reactants C(O[C:4]([C:6]1[CH:11]=[C:10]([C:12]2[CH:17]=[C:16]([F:18])[CH:15]=[C:14]([F:19])[CH:13]=2)[CH:9]=[C:8]([CH3:20])[N:7]=1)=[O:5])C.[CH3:21][O:22][CH2:23][C:24]1[N:25]=[C:26]([NH2:29])[S:27][CH:28]=1, predict the reaction product. The product is: [CH3:21][O:22][CH2:23][C:24]1[N:25]=[C:26]([NH:29][C:4]([C:6]2[CH:11]=[C:10]([C:12]3[CH:13]=[C:14]([F:19])[CH:15]=[C:16]([F:18])[CH:17]=3)[CH:9]=[C:8]([CH3:20])[N:7]=2)=[O:5])[S:27][CH:28]=1. (5) Given the reactants [C:1]1([S:7]([NH:10][C:11]2[CH:12]=[C:13]([C:22]3[CH:27]=[CH:26][C:25]([C:28]([OH:30])=O)=[CH:24][CH:23]=3)[CH:14]=[C:15]([CH2:17][O:18][CH2:19][CH2:20][CH3:21])[CH:16]=2)(=[O:9])=[O:8])[CH:6]=[CH:5][CH:4]=[CH:3][CH:2]=1.C1C=CC2[N:39]([OH:40])N=NC=2C=1.C(Cl)CCl.Cl.NO, predict the reaction product. The product is: [OH:40][NH:39][C:28](=[O:30])[C:25]1[CH:26]=[CH:27][C:22]([C:13]2[CH:14]=[C:15]([CH2:17][O:18][CH2:19][CH2:20][CH3:21])[CH:16]=[C:11]([NH:10][S:7]([C:1]3[CH:6]=[CH:5][CH:4]=[CH:3][CH:2]=3)(=[O:9])=[O:8])[CH:12]=2)=[CH:23][CH:24]=1. (6) Given the reactants [F:1][C:2]1[CH:3]=[C:4]2[N:10]([CH2:11][C:12]3[C:17]([CH3:18])=[C:16]([O:19][CH3:20])[N:15]=[CH:14][N:13]=3)[CH:9]=[C:8]([C:21](O)=[O:22])[C:5]2=[N:6][CH:7]=1.[F:24][CH2:25][CH2:26][NH2:27].CCCP1(OP(CCC)(=O)OP(CCC)(=O)O1)=O, predict the reaction product. The product is: [F:1][C:2]1[CH:3]=[C:4]2[N:10]([CH2:11][C:12]3[C:17]([CH3:18])=[C:16]([O:19][CH3:20])[N:15]=[CH:14][N:13]=3)[CH:9]=[C:8]([C:21]([NH:27][CH2:26][CH2:25][F:24])=[O:22])[C:5]2=[N:6][CH:7]=1. (7) The product is: [F:32][C:19]1[C:20]([C:22]2[C:30]3[O:29][CH:28]=[CH:27][C:26]=3[C:25]([F:31])=[CH:24][CH:23]=2)=[CH:21][C:16]([NH:15][C:11]2[CH:10]=[C:9]([CH2:8][S:6]([CH3:7])(=[NH:5])=[O:35])[CH:14]=[CH:13][N:12]=2)=[N:17][CH:18]=1.[F:34][C:2]([F:1])([F:33])[C:3]([N:5]=[S:6]([CH2:8][C:9]1[CH:14]=[CH:13][N:12]=[C:11]([NH:15][C:16]2[CH:21]=[C:20]([C:22]3[C:30]4[O:29][CH:28]=[CH:27][C:26]=4[C:25]([F:31])=[CH:24][CH:23]=3)[C:19]([F:32])=[CH:18][N:17]=2)[CH:10]=1)([CH3:7])=[O:42])=[O:4]. Given the reactants [F:1][C:2]([F:34])([F:33])[C:3]([N:5]=[S:6]([CH2:8][C:9]1[CH:14]=[CH:13][N:12]=[C:11]([NH:15][C:16]2[CH:21]=[C:20]([C:22]3[C:30]4[O:29][CH:28]=[CH:27][C:26]=4[C:25]([F:31])=[CH:24][CH:23]=3)[C:19]([F:32])=[CH:18][N:17]=2)[CH:10]=1)[CH3:7])=[O:4].[OH:35]OS([O-])=O.[K+].S([O-])(O[O-])(=O)=[O:42].[K+].[K+].[OH-].[K+], predict the reaction product. (8) Given the reactants [CH3:1][C:2]1[S:11][C:10]2[NH:9][C:8]3[CH:12]=[CH:13][CH:14]=[CH:15][C:7]=3[N:6]=[C:5]([NH2:16])[C:4]=2[N:3]=1.[F:17][C:18]1[CH:23]=[CH:22][C:21]([CH2:24][CH2:25][C@H:26]2[CH2:31]N[CH2:29][CH2:28][NH:27]2)=[CH:20][CH:19]=1, predict the reaction product. The product is: [F:17][C:18]1[CH:19]=[CH:20][C:21]([CH2:24][CH2:25][C@@H:26]2[NH:27][CH2:28][CH2:29][N:16]([C:5]3[C:4]4[N:3]=[C:2]([CH3:1])[S:11][C:10]=4[NH:9][C:8]4[CH:12]=[CH:13][CH:14]=[CH:15][C:7]=4[N:6]=3)[CH2:31]2)=[CH:22][CH:23]=1.